Dataset: CYP2C9 inhibition data for predicting drug metabolism from PubChem BioAssay. Task: Regression/Classification. Given a drug SMILES string, predict its absorption, distribution, metabolism, or excretion properties. Task type varies by dataset: regression for continuous measurements (e.g., permeability, clearance, half-life) or binary classification for categorical outcomes (e.g., BBB penetration, CYP inhibition). Dataset: cyp2c9_veith. The drug is Cn1c2c(c(=O)n(C)c1=O)CN(CCN1CCNCC1)CN2. The result is 0 (non-inhibitor).